Dataset: CYP1A2 inhibition data for predicting drug metabolism from PubChem BioAssay. Task: Regression/Classification. Given a drug SMILES string, predict its absorption, distribution, metabolism, or excretion properties. Task type varies by dataset: regression for continuous measurements (e.g., permeability, clearance, half-life) or binary classification for categorical outcomes (e.g., BBB penetration, CYP inhibition). Dataset: cyp1a2_veith. The molecule is CCOc1ccc(C2C(C#N)=C(N)Oc3c2c(=O)oc2ccccc32)cc1. The result is 1 (inhibitor).